Dataset: Catalyst prediction with 721,799 reactions and 888 catalyst types from USPTO. Task: Predict which catalyst facilitates the given reaction. Reactant: C1([C:4]2[N:5]=[C:6]3[C:12]([C:13]([OH:15])=O)=[CH:11][N:10](COCC[Si](C)(C)C)[C:7]3=[N:8][CH:9]=2)CC1.C([N:31]1CCC(C)(C)C(N)C1)C1C=CC=CC=1.CN(C(ON1N=NC2C=CC=NC1=2)=[N+](C)C)C.F[P-](F)(F)(F)(F)F.C(N(CC)C(C)C)(C)C. Product: [N:5]1[CH:4]=[CH:9][N:8]=[C:7]2[NH:10][CH:11]=[C:12]([C:13]([NH2:31])=[O:15])[C:6]=12. The catalyst class is: 3.